This data is from Catalyst prediction with 721,799 reactions and 888 catalyst types from USPTO. The task is: Predict which catalyst facilitates the given reaction. (1) Reactant: Br[C:2]1[CH:7]=[C:6]([Br:8])[CH:5]=[CH:4][C:3]=1[NH:9][C:10]([C:12]1[CH:17]=[CH:16][C:15]([F:18])=[CH:14][CH:13]=1)=[S:11].[H-].[Na+]. Product: [Br:8][C:6]1[CH:5]=[CH:4][C:3]2[N:9]=[C:10]([C:12]3[CH:17]=[CH:16][C:15]([F:18])=[CH:14][CH:13]=3)[S:11][C:2]=2[CH:7]=1. The catalyst class is: 264. (2) Reactant: [Cl:1][C:2]1[C:11]2[C:6](=[CH:7][CH:8]=[C:9]([F:12])[CH:10]=2)[C:5]([OH:13])=[CH:4][N:3]=1.C([O-])([O-])=O.[Cs+].[Cs+].[CH:20]1(Br)[CH2:22][CH2:21]1. Product: [Cl:1][C:2]1[C:11]2[C:6](=[CH:7][CH:8]=[C:9]([F:12])[CH:10]=2)[C:5]([O:13][CH:20]2[CH2:22][CH2:21]2)=[CH:4][N:3]=1. The catalyst class is: 18.